This data is from Full USPTO retrosynthesis dataset with 1.9M reactions from patents (1976-2016). The task is: Predict the reactants needed to synthesize the given product. (1) Given the product [CH3:26][O:25][C:20]1[CH:21]=[C:22]2[C:17](=[CH:18][CH:19]=1)[CH:16]=[C:15]([C:9]1[C:8]3[C:12](=[CH:13][CH:14]=[C:6]([C:4]4[N:5]=[C:29]([CH2:30][N:31]([CH3:33])[CH3:32])[NH:28][N:27]=4)[CH:7]=3)[NH:11][N:10]=1)[CH:24]=[CH:23]2, predict the reactants needed to synthesize it. The reactants are: C(O[C:4]([C:6]1[CH:7]=[C:8]2[C:12](=[CH:13][CH:14]=1)[NH:11][N:10]=[C:9]2[C:15]1[CH:24]=[CH:23][C:22]2[C:17](=[CH:18][CH:19]=[C:20]([O:25][CH3:26])[CH:21]=2)[CH:16]=1)=[NH:5])C.[NH2:27][NH:28][C:29](=O)[CH2:30][N:31]([CH3:33])[CH3:32].C[O-].[Na+]. (2) The reactants are: [Br:1][C:2]1[C:7]([CH:8]=O)=[C:6]([F:10])[C:5]([N:11]=[N:12][N:13]2[CH2:17][CH2:16][CH2:15][CH2:14]2)=[C:4]([F:18])[CH:3]=1.C1(P(=[CH:38][C:39]([O:41][CH2:42][CH3:43])=[O:40])(C2C=CC=CC=2)C2C=CC=CC=2)C=CC=CC=1. Given the product [CH2:42]([O:41][C:39](=[O:40])[CH:38]=[CH:8][C:7]1[C:2]([Br:1])=[CH:3][C:4]([F:18])=[C:5]([N:11]=[N:12][N:13]2[CH2:17][CH2:16][CH2:15][CH2:14]2)[C:6]=1[F:10])[CH3:43], predict the reactants needed to synthesize it. (3) Given the product [CH:1]1([C:6]2[CH:7]=[CH:8][C:9]([C:10]([NH:46][CH2:47][C:48]3[C:49]([OH:56])=[N:50][C:51]([CH3:55])=[CH:52][C:53]=3[CH3:54])=[O:12])=[CH:13][CH:14]=2)[CH2:2][CH2:3][CH2:4][CH2:5]1, predict the reactants needed to synthesize it. The reactants are: [CH:1]1([C:6]2[CH:14]=[CH:13][C:9]([C:10]([OH:12])=O)=[CH:8][CH:7]=2)[CH2:5][CH2:4][CH2:3][CH2:2]1.CN(C(ON1N=NC2C=CC=NC1=2)=[N+](C)C)C.F[P-](F)(F)(F)(F)F.C(N(CC)CC)C.[NH2:46][CH2:47][C:48]1[C:49]([OH:56])=[N:50][C:51]([CH3:55])=[CH:52][C:53]=1[CH3:54]. (4) The reactants are: Br[C:2]1[CH:6]=[CH:5][S:4][C:3]=1[C:7]1[S:8][CH:9]=[CH:10][CH:11]=1.C([Li])CCC.[CH3:17][C:18](=[O:28])[CH2:19][CH2:20][CH2:21][CH2:22][CH2:23][CH2:24][CH2:25][CH2:26][CH3:27]. Given the product [S:4]1[CH:5]=[CH:6][C:2]([C:18]([OH:28])([CH2:19][CH2:20][CH2:21][CH2:22][CH2:23][CH2:24][CH2:25][CH2:26][CH3:27])[CH3:17])=[C:3]1[C:7]1[S:8][CH:9]=[CH:10][CH:11]=1, predict the reactants needed to synthesize it. (5) The reactants are: [NH2:1][C@:2]([CH3:28])([CH2:26][CH3:27])[C:3]([NH:5][C:6]1[CH:7]=[N:8][C:9]([O:12][C:13]2[C:18]3[C:19]([CH3:25])([CH3:24])[O:20][C:21]([CH3:23])=[N:22][C:17]=3[CH:16]=[CH:15][CH:14]=2)=[CH:10][CH:11]=1)=[O:4].Cl[C:30](Cl)([O:32]C(=O)OC(Cl)(Cl)Cl)Cl. Given the product [CH2:26]([C@@:2]1([CH3:28])[NH:1][C:30](=[O:32])[N:5]([C:6]2[CH:7]=[N:8][C:9]([O:12][C:13]3[C:18]4[C:19]([CH3:25])([CH3:24])[O:20][C:21]([CH3:23])=[N:22][C:17]=4[CH:16]=[CH:15][CH:14]=3)=[CH:10][CH:11]=2)[C:3]1=[O:4])[CH3:27], predict the reactants needed to synthesize it. (6) Given the product [C:1]([O:4][CH2:5][C:6]1[C:7]([N:21]2[CH2:33][CH2:32][N:24]3[C:25]4[CH2:26][CH2:27][CH2:28][CH2:29][C:30]=4[CH:31]=[C:23]3[C:22]2=[O:34])=[N:8][CH:9]=[CH:10][C:11]=1[C:12]1[CH:17]=[C:16]([NH:46][C:44]2[CH:45]=[C:38]3[CH2:37][N:36]([CH3:35])[CH:41]([CH3:42])[CH2:40][N:39]3[N:43]=2)[C:15](=[O:19])[N:14]([CH3:20])[CH:13]=1)(=[O:3])[CH3:2], predict the reactants needed to synthesize it. The reactants are: [C:1]([O:4][CH2:5][C:6]1[C:7]([N:21]2[CH2:33][CH2:32][N:24]3[C:25]4[CH2:26][CH2:27][CH2:28][CH2:29][C:30]=4[CH:31]=[C:23]3[C:22]2=[O:34])=[N:8][CH:9]=[CH:10][C:11]=1[C:12]1[CH:17]=[C:16](Br)[C:15](=[O:19])[N:14]([CH3:20])[CH:13]=1)(=[O:3])[CH3:2].[CH3:35][N:36]1[CH:41]([CH3:42])[CH2:40][N:39]2[N:43]=[C:44]([NH2:46])[CH:45]=[C:38]2[CH2:37]1.C(=O)([O-])[O-].[Cs+].[Cs+].CC1(C)C2C(=C(P(C3C=CC=CC=3)C3C=CC=CC=3)C=CC=2)OC2C(P(C3C=CC=CC=3)C3C=CC=CC=3)=CC=CC1=2. (7) Given the product [F:17][C:14]([F:15])([F:16])[C:9]1[C:8]2[C:13](=[C:4]([NH2:1])[CH:5]=[CH:6][CH:7]=2)[N:12]=[CH:11][CH:10]=1, predict the reactants needed to synthesize it. The reactants are: [N+:1]([C:4]1[CH:5]=[CH:6][CH:7]=[C:8]2[C:13]=1[N:12]=[CH:11][CH:10]=[C:9]2[C:14]([F:17])([F:16])[F:15])([O-])=O.Cl[Sn]Cl.